From a dataset of Full USPTO retrosynthesis dataset with 1.9M reactions from patents (1976-2016). Predict the reactants needed to synthesize the given product. (1) Given the product [CH3:30][O:29][CH2:28][O:27][C:22]1[CH:23]=[CH:24][CH:25]=[CH:26][C:21]=1[CH2:4][CH2:3][CH2:2][CH2:1][N:5]1[CH2:9][CH2:8][CH:7]([S:10]([C:13]2[CH:14]=[CH:15][C:16]([OH:19])=[CH:17][CH:18]=2)(=[O:12])=[O:11])[CH2:6]1, predict the reactants needed to synthesize it. The reactants are: [CH2:1]([N:5]1[CH2:9][CH2:8][CH:7]([S:10]([C:13]2[CH:18]=[CH:17][C:16]([OH:19])=[CH:15][CH:14]=2)(=[O:12])=[O:11])[CH2:6]1)[CH2:2][CH:3]=[CH2:4].I[C:21]1[CH:26]=[CH:25][CH:24]=[CH:23][C:22]=1[O:27][CH2:28][O:29][CH3:30]. (2) Given the product [C:2]([C:7]1[CH:12]=[CH:11][N:10]=[C:9]([CH2:13][N:14]2[N:18]=[C:17]([NH:19][C:31]([C:27]3[N:28]=[CH:29][O:30][C:26]=3[C:20]3[CH:21]=[CH:22][CH:23]=[CH:24][CH:25]=3)=[O:32])[CH:16]=[N:15]2)[CH:8]=1)(=[O:6])[CH3:1], predict the reactants needed to synthesize it. The reactants are: [CH3:1][C:2]1([C:7]2[CH:12]=[CH:11][N:10]=[C:9]([CH2:13][N:14]3[N:18]=[C:17]([NH2:19])[CH:16]=[N:15]3)[CH:8]=2)[O:6]CCO1.[C:20]1([C:26]2[O:30][CH:29]=[N:28][C:27]=2[C:31](O)=[O:32])[CH:25]=[CH:24][CH:23]=[CH:22][CH:21]=1. (3) Given the product [O:1]([C:8]1[CH:13]=[CH:12][C:11]([N:14]([CH2:15][C:16]2[CH:17]=[N:18][CH:19]=[CH:20][CH:21]=2)[S:25]([CH2:24][C:23]([F:30])([F:29])[F:22])(=[O:27])=[O:26])=[CH:10][CH:9]=1)[C:2]1[CH:7]=[CH:6][CH:5]=[CH:4][CH:3]=1, predict the reactants needed to synthesize it. The reactants are: [O:1]([C:8]1[CH:13]=[CH:12][C:11]([NH:14][CH2:15][C:16]2[CH:17]=[N:18][CH:19]=[CH:20][CH:21]=2)=[CH:10][CH:9]=1)[C:2]1[CH:7]=[CH:6][CH:5]=[CH:4][CH:3]=1.[F:22][C:23]([F:30])([F:29])[CH2:24][S:25](Cl)(=[O:27])=[O:26]. (4) Given the product [C:23]1([C@H:21]([N:20]2[C:5]3=[N:6][C:7]([C:10]4[CH:19]=[CH:18][CH:17]=[C:16]5[C:11]=4[CH:12]=[CH:13][CH:14]=[N:15]5)=[CH:8][CH:9]=[C:4]3[NH:1][C:61]2=[O:62])[CH3:22])[CH:28]=[CH:27][CH:26]=[CH:25][CH:24]=1, predict the reactants needed to synthesize it. The reactants are: [N+:1]([C:4]1[C:5]([NH:20][C@@H:21]([C:23]2[CH:28]=[CH:27][CH:26]=[CH:25][CH:24]=2)[CH3:22])=[N:6][C:7]([C:10]2[CH:19]=[CH:18][CH:17]=[C:16]3[C:11]=2[CH:12]=[CH:13][CH:14]=[N:15]3)=[CH:8][CH:9]=1)([O-])=O.ClC1N=C(N[C@@H](C2C=CC=CC=2)C)C([N+]([O-])=O)=CC=1.N1C2C(=C(B(O)O)C=CC=2)C=CC=1.[C:61](=O)([O-])[O-:62].[K+].[K+].